This data is from Reaction yield outcomes from USPTO patents with 853,638 reactions. The task is: Predict the reaction yield, written as a fraction of the theoretical maximum amount of product (1.0 means a 100% yield; for example, 0.34 means a 34% yield). (1) The product is [CH:1]1([CH2:6][C@@H:7]([C:19]([NH:21][NH:22][C:23]2[C:28]([F:29])=[C:27]([NH:30][CH2:31][C:32]3[S:33][CH:34]=[CH:35][N:36]=3)[N:26]=[C:25]([CH3:37])[N:24]=2)=[O:20])[CH2:8][N:9]([OH:12])[CH:10]=[O:11])[CH2:5][CH2:4][CH2:3][CH2:2]1. The reactants are [CH:1]1([CH2:6][C@@H:7]([C:19]([NH:21][NH:22][C:23]2[C:28]([F:29])=[C:27]([NH:30][CH2:31][C:32]3[S:33][CH:34]=[CH:35][N:36]=3)[N:26]=[C:25]([CH3:37])[N:24]=2)=[O:20])[CH2:8][N:9]([O:12]C2CCCCO2)[CH:10]=[O:11])[CH2:5][CH2:4][CH2:3][CH2:2]1.CC(O)=O. The yield is 0.510. The catalyst is O. (2) The reactants are [CH3:1][N:2]([S:28]([C:31]1[S:32][CH:33]=[CH:34][CH:35]=1)(=[O:30])=[O:29])[C:3]1[CH:4]=[C:5]([O:23][C:24]([F:27])([F:26])[F:25])[CH:6]=[C:7]2[C:11]=1[NH:10][C:9]([C:12]1[S:13][CH:14]([CH2:17][C:18]([O:20]CC)=[O:19])[CH2:15][N:16]=1)=[CH:8]2.[OH-].[Na+].O1CCCC1.C(O)(=O)CC(CC(O)=O)(C(O)=O)O. The catalyst is C(O)C. The product is [CH3:1][N:2]([S:28]([C:31]1[S:32][CH:33]=[CH:34][CH:35]=1)(=[O:30])=[O:29])[C:3]1[CH:4]=[C:5]([O:23][C:24]([F:25])([F:27])[F:26])[CH:6]=[C:7]2[C:11]=1[NH:10][C:9]([C:12]1[S:13][CH:14]([CH2:17][C:18]([OH:20])=[O:19])[CH2:15][N:16]=1)=[CH:8]2. The yield is 0.930. (3) The reactants are C([O:3][C:4](=O)[NH:5][C:6](=[O:14])[C:7]([C:12]#[N:13])=[CH:8]OCC)C.[CH2:16]([O:18][CH:19]([O:23][CH2:24][CH3:25])[CH2:20][CH2:21][NH2:22])[CH3:17]. The catalyst is O. The product is [CH2:16]([O:18][CH:19]([O:23][CH2:24][CH3:25])[CH2:20][CH2:21][N:22]1[CH:8]=[C:7]([C:12]#[N:13])[C:6](=[O:14])[NH:5][C:4]1=[O:3])[CH3:17]. The yield is 0.910. (4) The reactants are Br[C:2]1[CH:7]=[CH:6][C:5]([Br:8])=[CH:4][C:3]=1[C:9]([F:12])([F:11])[F:10].[Li]CCCC.CCCCCC.[CH:24](=[O:31])[C:25]1[CH:30]=[CH:29][CH:28]=[CH:27][CH:26]=1.Cl. The catalyst is CCOCC.O. The product is [Br:8][C:5]1[CH:6]=[CH:7][C:2]([CH:24]([C:25]2[CH:30]=[CH:29][CH:28]=[CH:27][CH:26]=2)[OH:31])=[C:3]([C:9]([F:12])([F:11])[F:10])[CH:4]=1. The yield is 0.900. (5) The reactants are Br[C:2]1[CH:24]=[CH:23][C:5]2[C:6]3[N:7]([CH:11]=[C:12]([C:14]4[N:18]([CH:19]([CH3:21])[CH3:20])[N:17]=[C:16]([CH3:22])[N:15]=4)[N:13]=3)[CH2:8][CH2:9][O:10][C:4]=2[CH:3]=1.C([O-])(=O)C.[K+].[CH3:30][N:31]1[CH:35]=[CH:34][C:33](B2OC(C)(C)C(C)(C)O2)=[N:32]1. The catalyst is C(#N)C.CCOC(C)=O.C1C=CC([P]([Pd]([P](C2C=CC=CC=2)(C2C=CC=CC=2)C2C=CC=CC=2)([P](C2C=CC=CC=2)(C2C=CC=CC=2)C2C=CC=CC=2)[P](C2C=CC=CC=2)(C2C=CC=CC=2)C2C=CC=CC=2)(C2C=CC=CC=2)C2C=CC=CC=2)=CC=1. The product is [CH:19]([N:18]1[C:14]([C:12]2[N:13]=[C:6]3[C:5]4[CH:23]=[CH:24][C:2]([C:34]5[CH:33]=[N:32][N:31]([CH3:30])[CH:35]=5)=[CH:3][C:4]=4[O:10][CH2:9][CH2:8][N:7]3[CH:11]=2)=[N:15][C:16]([CH3:22])=[N:17]1)([CH3:21])[CH3:20]. The yield is 0.550.